Dataset: Reaction yield outcomes from USPTO patents with 853,638 reactions. Task: Predict the reaction yield, written as a fraction of the theoretical maximum amount of product (1.0 means a 100% yield; for example, 0.34 means a 34% yield). (1) No catalyst specified. The yield is 0.920. The reactants are C[O:2][C:3]([C@H:5]1[CH2:10][CH2:9][C@H:8]([O:11][C:12]2[CH:17]=[CH:16][CH:15]=[C:14]([O:18][CH3:19])[CH:13]=2)[CH2:7][CH2:6]1)=O.O.[NH2:21][NH2:22]. The product is [CH3:19][O:18][C:14]1[CH:13]=[C:12]([CH:17]=[CH:16][CH:15]=1)[O:11][C@H:8]1[CH2:9][CH2:10][C@H:5]([C:3]([NH:21][NH2:22])=[O:2])[CH2:6][CH2:7]1. (2) The reactants are [CH2:1]([N:5]1[C:14](=[O:15])[C:13]([C:16]#[N:17])=[C:12]2[C:7]([C:8](=[O:18])[CH2:9][CH2:10][CH2:11]2)=[CH:6]1)[CH2:2][CH2:3][CH3:4].[BH4-].[Na+].Cl. The catalyst is C1COCC1. The product is [CH2:1]([N:5]1[C:14](=[O:15])[C:13]([C:16]#[N:17])=[C:12]2[C:7]([CH:8]([OH:18])[CH2:9][CH2:10][CH2:11]2)=[CH:6]1)[CH2:2][CH2:3][CH3:4]. The yield is 0.750.